This data is from NCI-60 drug combinations with 297,098 pairs across 59 cell lines. The task is: Regression. Given two drug SMILES strings and cell line genomic features, predict the synergy score measuring deviation from expected non-interaction effect. Drug 1: CC1OCC2C(O1)C(C(C(O2)OC3C4COC(=O)C4C(C5=CC6=C(C=C35)OCO6)C7=CC(=C(C(=C7)OC)O)OC)O)O. Drug 2: C(=O)(N)NO. Cell line: HCT-15. Synergy scores: CSS=43.8, Synergy_ZIP=0.539, Synergy_Bliss=-0.00821, Synergy_Loewe=-75.6, Synergy_HSA=-1.20.